Predict the product of the given reaction. From a dataset of Forward reaction prediction with 1.9M reactions from USPTO patents (1976-2016). (1) Given the reactants [N+:1]([C:4]1[CH:9]=[CH:8][C:7]([CH2:10][S:11]([CH2:14][CH2:15][OH:16])(=[O:13])=[O:12])=[CH:6][CH:5]=1)([O-])=O, predict the reaction product. The product is: [NH2:1][C:4]1[CH:9]=[CH:8][C:7]([CH2:10][S:11]([CH2:14][CH2:15][OH:16])(=[O:13])=[O:12])=[CH:6][CH:5]=1. (2) Given the reactants [NH:1]1[CH:5]=[CH:4][N:3]=[C:2]1[CH:6]1[CH2:11][CH2:10][CH:9]([NH:12]C(=O)OC(C)(C)C)[CH2:8][CH2:7]1, predict the reaction product. The product is: [NH:1]1[CH:5]=[CH:4][N:3]=[C:2]1[CH:6]1[CH2:11][CH2:10][CH:9]([NH2:12])[CH2:8][CH2:7]1. (3) Given the reactants [OH:1][CH:2]([CH2:20][CH3:21])[C:3]([N:5]1[CH2:10][CH2:9][C:8]2[N:11]=[C:12]([C:14]3[CH:19]=[CH:18][CH:17]=[CH:16][CH:15]=3)[O:13][C:7]=2[CH2:6]1)=[O:4].N1C=CN=C1.[C:27]([Si:31](Cl)([CH3:33])[CH3:32])([CH3:30])([CH3:29])[CH3:28].C(Cl)Cl, predict the reaction product. The product is: [C:27]([Si:31]([CH3:33])([CH3:32])[O:1][CH:2]([CH2:20][CH3:21])[C:3]([N:5]1[CH2:10][CH2:9][C:8]2[N:11]=[C:12]([C:14]3[CH:19]=[CH:18][CH:17]=[CH:16][CH:15]=3)[O:13][C:7]=2[CH2:6]1)=[O:4])([CH3:30])([CH3:29])[CH3:28]. (4) Given the reactants Br[C:2]1[CH:7]=[CH:6][CH:5]=[C:4]([C:8]2[NH:9][C:10]3[CH:16]=[CH:15][CH:14]=[CH:13][C:11]=3[N:12]=2)[N:3]=1.C([Sn](CCCC)CCCC)CCC.[N:30]1[CH:35]=[CH:34][CH:33]=[CH:32][CH:31]=1, predict the reaction product. The product is: [N:12]1[C:11]2[CH:13]=[CH:14][CH:15]=[CH:16][C:10]=2[NH:9][C:8]=1[C:4]1[CH:5]=[CH:6][CH:7]=[C:2]([C:31]2[CH:32]=[CH:33][CH:34]=[CH:35][N:30]=2)[N:3]=1.